From a dataset of Full USPTO retrosynthesis dataset with 1.9M reactions from patents (1976-2016). Predict the reactants needed to synthesize the given product. (1) Given the product [CH3:1][O:2][C:3]1[CH:8]=[CH:7][C:6]([OH:9])=[C:5]([C:10]2[N:14]=[CH:13][N:12]([C:16]3[C:21]([CH3:22])=[CH:20][CH:19]=[CH:18][N:17]=3)[N:11]=2)[CH:4]=1, predict the reactants needed to synthesize it. The reactants are: [CH3:1][O:2][C:3]1[CH:8]=[CH:7][C:6]([OH:9])=[C:5]([C:10]2[N:14]=[CH:13][NH:12][N:11]=2)[CH:4]=1.Cl[C:16]1[C:21]([CH3:22])=[CH:20][CH:19]=[CH:18][N:17]=1. (2) Given the product [C:1]([O:9][C:10]1[C:15](=[O:16])[N:14]2[CH2:17][CH2:18][CH:19]=[CH:20][C:13]2=[N:12][C:11]=1[C:22]([O:24][CH3:25])=[O:23])(=[O:8])[C:2]1[CH:3]=[CH:4][CH:5]=[CH:6][CH:7]=1, predict the reactants needed to synthesize it. The reactants are: [C:1]([O:9][C:10]1[C:15](=[O:16])[N:14]2[CH2:17][CH2:18][CH2:19][CH:20](Br)[C:13]2=[N:12][C:11]=1[C:22]([O:24][CH3:25])=[O:23])(=[O:8])[C:2]1[CH:7]=[CH:6][CH:5]=[CH:4][CH:3]=1.C(N(CC)CC)C. (3) Given the product [N:22]1[CH:23]=[CH:24][CH:25]=[N:26][C:21]=1[NH:1][CH2:2][CH:3]1[CH2:8][CH2:7][N:6]([C:9]([O:11][CH2:12][C:13]2[CH:14]=[CH:15][C:16]([CH3:19])=[CH:17][CH:18]=2)=[O:10])[CH2:5][CH2:4]1, predict the reactants needed to synthesize it. The reactants are: [NH2:1][CH2:2][CH:3]1[CH2:8][CH2:7][N:6]([C:9]([O:11][CH2:12][C:13]2[CH:18]=[CH:17][C:16]([CH3:19])=[CH:15][CH:14]=2)=[O:10])[CH2:5][CH2:4]1.Cl[C:21]1[N:26]=[CH:25][CH:24]=[CH:23][N:22]=1.C(N(CC)CC)C.